Predict the reaction yield, written as a fraction of the theoretical maximum amount of product (1.0 means a 100% yield; for example, 0.34 means a 34% yield). From a dataset of Reaction yield outcomes from USPTO patents with 853,638 reactions. (1) The reactants are [CH2:1]1N2CN3CN(C2)CN1C3.[C:11](O)(C(F)(F)F)=[O:12].[Br:18][C:19]1[CH:24]=[CH:23][C:22]([OH:25])=[CH:21][CH:20]=1.OS(O)(=O)=O.[OH2:31]. No catalyst specified. The product is [CH:1]([C:23]1[CH:24]=[C:19]([Br:18])[CH:20]=[C:21]([CH:11]=[O:12])[C:22]=1[OH:25])=[O:31]. The yield is 0.600. (2) The reactants are [C:1]([C:4]1[CH:9]=[CH:8][C:7]([CH:10]2[CH2:15][CH2:14][N:13]([C:16]([O:18][C:19]([CH3:22])([CH3:21])[CH3:20])=[O:17])[CH2:12][CH2:11]2)=[CH:6][N:5]=1)([OH:3])=O.[CH3:23][S:24]([C:27]1[CH:28]=[C:29]2[C:33](=[CH:34][CH:35]=1)[NH:32][CH2:31][CH2:30]2)(=[O:26])=[O:25].O.ON1C2C=CC=CC=2N=N1.CN1CCOCC1.Cl.CN(C)CCCN=C=NCC. The catalyst is CN(C)C=O.O. The product is [CH3:23][S:24]([C:27]1[CH:28]=[C:29]2[C:33](=[CH:34][CH:35]=1)[N:32]([C:1]([C:4]1[CH:9]=[CH:8][C:7]([CH:10]3[CH2:15][CH2:14][N:13]([C:16]([O:18][C:19]([CH3:22])([CH3:21])[CH3:20])=[O:17])[CH2:12][CH2:11]3)=[CH:6][N:5]=1)=[O:3])[CH2:31][CH2:30]2)(=[O:26])=[O:25]. The yield is 0.680. (3) The product is [OH:2][CH2:1][C:3]1[CH:4]=[C:5]2[C:10](=[CH:11][CH:12]=1)[CH:9]([C:13]([O:15][CH2:16][CH3:17])=[O:14])[N:8]([C:18]([O:20][C:21]([CH3:22])([CH3:24])[CH3:23])=[O:19])[CH2:7][CH2:6]2. The catalyst is CO. The yield is 0.900. The reactants are [CH:1]([C:3]1[CH:4]=[C:5]2[C:10](=[CH:11][CH:12]=1)[CH:9]([C:13]([O:15][CH2:16][CH3:17])=[O:14])[N:8]([C:18]([O:20][C:21]([CH3:24])([CH3:23])[CH3:22])=[O:19])[CH2:7][CH2:6]2)=[O:2].[BH4-].[Na+].[Cl-].[NH4+]. (4) The reactants are [NH2:1][C:2]1[C:7]([NH2:8])=[C:6]([NH:9][C@@H:10]2[C@@H:15]3[CH2:16][C@@H:12]([CH:13]=[CH:14]3)[C@@H:11]2[C:17]([NH2:19])=[O:18])[C:5]([Cl:20])=[CH:4][N:3]=1.[CH3:21][N:22]([CH3:31])[C:23]1[CH:30]=[CH:29][C:26]([CH:27]=O)=[CH:25][CH:24]=1. The catalyst is [N+](C1C=CC=CC=1)([O-])=O. The product is [Cl:20][C:5]1[C:6]([NH:9][C@@H:10]2[C@@H:15]3[CH2:16][C@@H:12]([CH:13]=[CH:14]3)[C@@H:11]2[C:17]([NH2:19])=[O:18])=[C:7]2[N:8]=[C:27]([C:26]3[CH:29]=[CH:30][C:23]([N:22]([CH3:31])[CH3:21])=[CH:24][CH:25]=3)[NH:1][C:2]2=[N:3][CH:4]=1. The yield is 0.140. (5) The reactants are [NH2:1][C:2]1[C:7]2=[C:8]([C:15]3[CH:20]=[CH:19][C:18]([NH:21][C:22]([NH:24][C:25]4[CH:30]=[C:29]([C:31]([F:34])([F:33])[F:32])[CH:28]=[CH:27][C:26]=4[F:35])=[O:23])=[C:17]([F:36])[CH:16]=3)[CH:9]=[C:10]([C:11](=[O:14])[CH2:12]Br)[N:6]2[N:5]=[CH:4][N:3]=1.C(N(C(C)C)CC)(C)C.[N:46]1([CH2:52][CH2:53][CH2:54][OH:55])[CH2:51][CH2:50][O:49][CH2:48][CH2:47]1. The catalyst is CS(C)=O. The product is [NH2:1][C:2]1[C:7]2=[C:8]([C:15]3[CH:20]=[CH:19][C:18]([NH:21][C:22]([NH:24][C:25]4[CH:30]=[C:29]([C:31]([F:34])([F:33])[F:32])[CH:28]=[CH:27][C:26]=4[F:35])=[O:23])=[C:17]([F:36])[CH:16]=3)[CH:9]=[C:10]([C:11](=[O:14])[CH2:12][O:55][CH2:54][CH2:53][CH2:52][N:46]3[CH2:51][CH2:50][O:49][CH2:48][CH2:47]3)[N:6]2[N:5]=[CH:4][N:3]=1. The yield is 0.170.